From a dataset of Reaction yield outcomes from USPTO patents with 853,638 reactions. Predict the reaction yield, written as a fraction of the theoretical maximum amount of product (1.0 means a 100% yield; for example, 0.34 means a 34% yield). (1) The reactants are N1N=C[N:4]([C:6]2[N:14]=[CH:13][N:12]=[C:11]3[C:7]=2[N:8]=[CH:9][N:10]3[C@H:15]2[C@@H:19]3[O:20][C:21]([CH3:24])([CH3:23])[O:22][C@@H:18]3[C@@H:17]([CH2:25][S:26][CH2:27][CH2:28][CH:29]([NH:34][C:35]([O:37][C:38]([CH3:41])([CH3:40])[CH3:39])=[O:36])[C:30]([O:32][CH3:33])=[O:31])[O:16]2)[CH:5]=1.[O:42]1[CH2:47][CH2:46][N:45]([CH2:48][CH2:49]CN)[CH2:44][CH2:43]1. The catalyst is CN(C=O)C. The product is [C:38]([O:37][C:35]([NH:34][CH:29]([CH2:28][CH2:27][S:26][CH2:25][C@@H:17]1[C@@H:18]2[C@@H:19]([O:20][C:21]([CH3:23])([CH3:24])[O:22]2)[C@H:15]([N:10]2[CH:9]=[N:8][C:7]3[C:11]2=[N:12][CH:13]=[N:14][C:6]=3[NH:4][CH2:5][CH2:49][CH2:48][N:45]2[CH2:46][CH2:47][O:42][CH2:43][CH2:44]2)[O:16]1)[C:30]([O:32][CH3:33])=[O:31])=[O:36])([CH3:39])([CH3:40])[CH3:41]. The yield is 0.300. (2) The reactants are [N:1]([CH2:4][C@H:5]1[NH:9][CH2:8][C@H:7]([O:10][C:11]2[CH:16]=[N:15][C:14]([CH:17]3[CH2:19][CH2:18]3)=[CH:13][N:12]=2)[CH2:6]1)=[N+:2]=[N-:3].C(N(CC)CC)C.Br[CH2:28][C:29]([O:31][CH3:32])=[O:30]. The catalyst is CO. The product is [N:1]([CH2:4][C@@H:5]1[CH2:6][C@@H:7]([O:10][C:11]2[CH:16]=[N:15][C:14]([CH:17]3[CH2:18][CH2:19]3)=[CH:13][N:12]=2)[CH2:8][N:9]1[CH2:28][C:29]([O:31][CH3:32])=[O:30])=[N+:2]=[N-:3]. The yield is 0.548. (3) The catalyst is ClCCl. The product is [O:28]=[S:14]1(=[O:27])[CH2:13][CH:12]([NH:11][C:9](=[O:10])[O:8][CH2:1][C:2]2[CH:3]=[CH:4][CH:5]=[CH:6][CH:7]=2)[CH2:26][C:15]21[CH2:18][NH:17][CH2:16]2. The yield is 0.940. The reactants are [CH2:1]([O:8][C:9]([NH:11][CH:12]1[CH2:26][C:15]2([CH2:18][N:17](C(OC(C)(C)C)=O)[CH2:16]2)[S:14](=[O:28])(=[O:27])[CH2:13]1)=[O:10])[C:2]1[CH:7]=[CH:6][CH:5]=[CH:4][CH:3]=1.FC(F)(F)C(O)=O. (4) The reactants are Cl[C:2]1[N:10]=[CH:9][N:8]=[C:7]2[C:3]=1[NH:4][CH:5]=[N:6]2.[NH:11]1[CH2:16][CH2:15][CH:14]([CH2:17][OH:18])[CH2:13][CH2:12]1.CCN(CC)CC. The catalyst is CCCCO. The product is [N:10]1[C:2]([N:11]2[CH2:16][CH2:15][CH:14]([CH2:17][OH:18])[CH2:13][CH2:12]2)=[C:3]2[C:7]([NH:6][CH:5]=[N:4]2)=[N:8][CH:9]=1. The yield is 0.570. (5) The reactants are [CH3:1][C:2]([CH2:13][CH2:14][C:15](=[O:17])[CH3:16])([C:8]([O:10]CC)=[O:9])[C:3]([O:5][CH2:6][CH3:7])=[O:4].[OH-].[Na+]. The catalyst is C(O)C. The product is [CH2:6]([O:5][C:3]([C:2]([CH3:1])([CH2:13][CH2:14][C:15](=[O:17])[CH3:16])[C:8]([OH:10])=[O:9])=[O:4])[CH3:7]. The yield is 0.950. (6) The reactants are [Cl:1][C:2]1[C:3]2[C@H:10]([CH3:11])[CH2:9][CH2:8][C:4]=2[N:5]=[CH:6][N:7]=1.C1C=C(Cl)C=C(C(OO)=[O:20])C=1.[O-]S([O-])(=S)=O.[Na+].[Na+].C([O-])([O-])=O.[Na+].[Na+]. The catalyst is C(Cl)(Cl)Cl.O. The product is [Cl:1][C:2]1[N:7]=[CH:6][N+:5]([O-:20])=[C:4]2[CH2:8][CH2:9][C@@H:10]([CH3:11])[C:3]=12. The yield is 0.530. (7) The reactants are [CH3:1][C:2]1([CH3:17])[NH:8][CH2:7][C:6]2[CH:9]=[CH:10][C:11]([C:13]([O:15][CH3:16])=[O:14])=[CH:12][C:5]=2[O:4][CH2:3]1.[H-].[Na+].Br[CH2:21][C:22]1[CH:27]=[CH:26][C:25]([O:28][CH3:29])=[CH:24][CH:23]=1. The catalyst is C1COCC1. The product is [CH3:29][O:28][C:25]1[CH:26]=[CH:27][C:22]([CH2:21][N:8]2[CH2:7][C:6]3[CH:9]=[CH:10][C:11]([C:13]([O:15][CH3:16])=[O:14])=[CH:12][C:5]=3[O:4][CH2:3][C:2]2([CH3:17])[CH3:1])=[CH:23][CH:24]=1. The yield is 0.660. (8) The yield is 0.480. The catalyst is CC(C)=O.O.C(OCC)(=O)C. The reactants are OC(C(O)(C)C)(C)C.[C:9]([O:13][C:14]([NH:16][CH2:17][C:18]1[N:23]=[CH:22][C:21]([B:24]([O-:26])[O-:25])=[CH:20][CH:19]=1)=[O:15])([CH3:12])([CH3:11])[CH3:10].C([O-])(=O)C.[NH4+].I([O-])(=O)(=O)=O.[Na+]. The product is [C:9]([O:13][C:14]([NH:16][CH2:17][C:18]1[N:23]=[CH:22][C:21]([B:24]([OH:26])[OH:25])=[CH:20][CH:19]=1)=[O:15])([CH3:12])([CH3:10])[CH3:11]. (9) No catalyst specified. The product is [Cl:22][C:11]1[C:12]2[C:17](=[CH:16][CH:15]=[CH:14][CH:13]=2)[CH:18]=[C:9]([C:6]2[CH:7]=[CH:8][C:3]([O:2][CH3:1])=[CH:4][CH:5]=2)[N:10]=1. The reactants are [CH3:1][O:2][C:3]1[CH:8]=[CH:7][C:6]([C:9]2[NH:10][C:11](=O)[C:12]3[C:17]([CH:18]=2)=[CH:16][CH:15]=[CH:14][CH:13]=3)=[CH:5][CH:4]=1.P(Cl)(Cl)([Cl:22])=O. The yield is 0.960.